Dataset: Reaction yield outcomes from USPTO patents with 853,638 reactions. Task: Predict the reaction yield, written as a fraction of the theoretical maximum amount of product (1.0 means a 100% yield; for example, 0.34 means a 34% yield). (1) The reactants are [Br:1][C:2]1[CH:7]=[CH:6][C:5]([NH:8][C:9]2[C:10]([C:18](O)=[O:19])=[CH:11][N:12]([CH3:17])[C:13](=[O:16])[C:14]=2[F:15])=[C:4]([F:21])[CH:3]=1.CCN=C=NCCCN(C)C.C1C=CC2N(O)[N:40]=[N:39]C=2C=1.NN.CCN(CC)CC. The catalyst is CN(C=O)C.CCOC(C)=O. The product is [Br:1][C:2]1[CH:7]=[CH:6][C:5]([NH:8][C:9]2[C:10]([C:18]([NH:39][NH2:40])=[O:19])=[CH:11][N:12]([CH3:17])[C:13](=[O:16])[C:14]=2[F:15])=[C:4]([F:21])[CH:3]=1. The yield is 0.890. (2) The reactants are [Si:1]([O:8][C:9]([CH3:31])([CH3:30])[CH2:10][N:11]1[C:19]2[C:14](=[CH:15][C:16]([O:20][C:21]3[CH:28]=[CH:27][C:26]([F:29])=[CH:25][C:22]=3[CH2:23][NH2:24])=[CH:17][CH:18]=2)[CH:13]=[N:12]1)([C:4]([CH3:7])([CH3:6])[CH3:5])([CH3:3])[CH3:2].ClC(Cl)(Cl)C[O:35][C:36](=O)[NH:37][C:38]1[N:39]([CH3:47])[N:40]=[C:41]([C:43]([CH3:46])([CH3:45])[CH3:44])[CH:42]=1.CCN(C(C)C)C(C)C. The catalyst is CC(N(C)C)=O.CCOCC. The product is [Si:1]([O:8][C:9]([CH3:31])([CH3:30])[CH2:10][N:11]1[C:19]2[C:14](=[CH:15][C:16]([O:20][C:21]3[CH:28]=[CH:27][C:26]([F:29])=[CH:25][C:22]=3[CH2:23][NH:24][C:36]([NH:37][C:38]3[N:39]([CH3:47])[N:40]=[C:41]([C:43]([CH3:45])([CH3:44])[CH3:46])[CH:42]=3)=[O:35])=[CH:17][CH:18]=2)[CH:13]=[N:12]1)([C:4]([CH3:7])([CH3:5])[CH3:6])([CH3:3])[CH3:2]. The yield is 0.830. (3) The reactants are Br[CH2:2][C:3]1[CH:4]=[C:5]([CH:18]=[C:19]([CH3:21])[CH:20]=1)[O:6][C:7]1[C:12]([CH:13]([CH3:15])[CH3:14])=[C:11]([Cl:16])[N:10]=[C:9]([Cl:17])[N:8]=1.[C:22]([O-:25])(=[O:24])[CH3:23].[Na+]. The catalyst is CN(C=O)C. The product is [Cl:17][C:9]1[N:8]=[C:7]([O:6][C:5]2[CH:4]=[C:3]([CH:20]=[C:19]([CH3:21])[CH:18]=2)[CH2:2][O:25][C:22](=[O:24])[CH3:23])[C:12]([CH:13]([CH3:15])[CH3:14])=[C:11]([Cl:16])[N:10]=1. The yield is 0.730.